This data is from NCI-60 drug combinations with 297,098 pairs across 59 cell lines. The task is: Regression. Given two drug SMILES strings and cell line genomic features, predict the synergy score measuring deviation from expected non-interaction effect. (1) Drug 1: CN(C)N=NC1=C(NC=N1)C(=O)N. Drug 2: CC(C)NC(=O)C1=CC=C(C=C1)CNNC.Cl. Cell line: HCT116. Synergy scores: CSS=26.1, Synergy_ZIP=8.75, Synergy_Bliss=9.14, Synergy_Loewe=7.77, Synergy_HSA=7.89. (2) Drug 1: C1=CN(C=N1)CC(O)(P(=O)(O)O)P(=O)(O)O. Drug 2: CS(=O)(=O)OCCCCOS(=O)(=O)C. Cell line: A498. Synergy scores: CSS=2.67, Synergy_ZIP=-1.83, Synergy_Bliss=-3.11, Synergy_Loewe=-1.64, Synergy_HSA=-2.31. (3) Drug 1: CCC1=CC2CC(C3=C(CN(C2)C1)C4=CC=CC=C4N3)(C5=C(C=C6C(=C5)C78CCN9C7C(C=CC9)(C(C(C8N6C)(C(=O)OC)O)OC(=O)C)CC)OC)C(=O)OC.C(C(C(=O)O)O)(C(=O)O)O. Drug 2: C1=NNC2=C1C(=O)NC=N2. Cell line: MCF7. Synergy scores: CSS=23.0, Synergy_ZIP=-3.53, Synergy_Bliss=-3.16, Synergy_Loewe=-7.21, Synergy_HSA=-1.54. (4) Drug 1: C1=CC(=CC=C1C#N)C(C2=CC=C(C=C2)C#N)N3C=NC=N3. Drug 2: CC1C(C(CC(O1)OC2CC(CC3=C2C(=C4C(=C3O)C(=O)C5=CC=CC=C5C4=O)O)(C(=O)C)O)N)O. Cell line: PC-3. Synergy scores: CSS=57.8, Synergy_ZIP=-0.654, Synergy_Bliss=0.779, Synergy_Loewe=0.420, Synergy_HSA=4.92. (5) Drug 1: C1=CC(=CC=C1CCC2=CNC3=C2C(=O)NC(=N3)N)C(=O)NC(CCC(=O)O)C(=O)O. Drug 2: C1=NNC2=C1C(=O)NC=N2. Cell line: UO-31. Synergy scores: CSS=25.5, Synergy_ZIP=-0.393, Synergy_Bliss=0.0659, Synergy_Loewe=0.963, Synergy_HSA=2.00. (6) Drug 1: CNC(=O)C1=CC=CC=C1SC2=CC3=C(C=C2)C(=NN3)C=CC4=CC=CC=N4. Drug 2: CS(=O)(=O)CCNCC1=CC=C(O1)C2=CC3=C(C=C2)N=CN=C3NC4=CC(=C(C=C4)OCC5=CC(=CC=C5)F)Cl. Cell line: KM12. Synergy scores: CSS=7.86, Synergy_ZIP=-1.37, Synergy_Bliss=-1.37, Synergy_Loewe=-9.40, Synergy_HSA=-5.01. (7) Drug 1: COC1=CC(=CC(=C1O)OC)C2C3C(COC3=O)C(C4=CC5=C(C=C24)OCO5)OC6C(C(C7C(O6)COC(O7)C8=CC=CS8)O)O. Drug 2: CCCCC(=O)OCC(=O)C1(CC(C2=C(C1)C(=C3C(=C2O)C(=O)C4=C(C3=O)C=CC=C4OC)O)OC5CC(C(C(O5)C)O)NC(=O)C(F)(F)F)O. Cell line: OVCAR-5. Synergy scores: CSS=18.2, Synergy_ZIP=-7.14, Synergy_Bliss=-1.05, Synergy_Loewe=-1.86, Synergy_HSA=-0.659. (8) Drug 1: CCC1(CC2CC(C3=C(CCN(C2)C1)C4=CC=CC=C4N3)(C5=C(C=C6C(=C5)C78CCN9C7C(C=CC9)(C(C(C8N6C=O)(C(=O)OC)O)OC(=O)C)CC)OC)C(=O)OC)O.OS(=O)(=O)O. Drug 2: CS(=O)(=O)CCNCC1=CC=C(O1)C2=CC3=C(C=C2)N=CN=C3NC4=CC(=C(C=C4)OCC5=CC(=CC=C5)F)Cl. Cell line: NCI-H322M. Synergy scores: CSS=23.9, Synergy_ZIP=1.90, Synergy_Bliss=3.01, Synergy_Loewe=3.49, Synergy_HSA=5.70. (9) Drug 1: C1CCC(CC1)NC(=O)N(CCCl)N=O. Drug 2: C1CN(CCN1C(=O)CCBr)C(=O)CCBr. Cell line: NCI-H522. Synergy scores: CSS=30.8, Synergy_ZIP=-6.95, Synergy_Bliss=-2.67, Synergy_Loewe=0.907, Synergy_HSA=2.05.